The task is: Predict which catalyst facilitates the given reaction.. This data is from Catalyst prediction with 721,799 reactions and 888 catalyst types from USPTO. (1) Reactant: [CH3:1][O:2][CH:3](O)[CH3:4].C1(P(C2C=CC=CC=2)C2C=CC=CC=2)C=CC=CC=1.[OH:25][C:26]1[CH:35]=[CH:34][C:29]([C:30]([O:32][CH3:33])=[O:31])=[CH:28][CH:27]=1.N(C(OC(C)C)=O)=NC(OC(C)C)=O.Cl. Product: [CH3:1][O:2][CH2:3][CH2:4][O:25][C:26]1[CH:27]=[CH:28][C:29]([C:30]([O:32][CH3:33])=[O:31])=[CH:34][CH:35]=1. The catalyst class is: 20. (2) Reactant: [CH2:1]([C:8]1[N:16]([CH2:17][CH2:18][NH:19][CH2:20][CH3:21])[C:15]2[C:14](=[O:22])[N:13]([CH2:23][CH2:24][CH3:25])[C:12](=[O:26])[N:11]([CH2:27][CH2:28][C:29]3[CH:34]=[CH:33][CH:32]=[C:31]([N+:35]([O-])=O)[CH:30]=3)[C:10]=2[N:9]=1)[C:2]1[CH:7]=[CH:6][CH:5]=[CH:4][CH:3]=1.O.NN.[H][H]. Product: [NH2:35][C:31]1[CH:30]=[C:29]([CH2:28][CH2:27][N:11]2[C:10]3[N:9]=[C:8]([CH2:1][C:2]4[CH:3]=[CH:4][CH:5]=[CH:6][CH:7]=4)[N:16]([CH2:17][CH2:18][NH:19][CH2:20][CH3:21])[C:15]=3[C:14](=[O:22])[N:13]([CH2:23][CH2:24][CH3:25])[C:12]2=[O:26])[CH:34]=[CH:33][CH:32]=1. The catalyst class is: 45. (3) Reactant: [CH2:1]([O:8][N:9]1[C:15](=[O:16])[N:14]2[CH2:17][C@H:10]1[CH2:11][CH2:12][C@H:13]2[C:18]([OH:20])=O)[C:2]1[CH:7]=[CH:6][CH:5]=[CH:4][CH:3]=1.[CH3:21][N:22]([C:24]([O:26][C:27]([CH3:30])([CH3:29])[CH3:28])=[O:25])[NH2:23].ON1C2C=CC=CC=2N=N1.Cl.C(N=C=NCCCN(C)C)C. Product: [CH2:1]([O:8][N:9]1[C:15](=[O:16])[N:14]2[CH2:17][C@H:10]1[CH2:11][CH2:12][C@H:13]2[C:18]([NH:23][N:22]([CH3:21])[C:24]([O:26][C:27]([CH3:30])([CH3:29])[CH3:28])=[O:25])=[O:20])[C:2]1[CH:3]=[CH:4][CH:5]=[CH:6][CH:7]=1. The catalyst class is: 172. (4) Reactant: C(OC(N1C[C@:11](CN)([F:13])[CH2:10][C@H:9]1[C:16](OCC1C=CC=CC=1)=O)=O)(C)(C)C.C(Cl)(O[CH2:29][C:30]([Cl:33])(Cl)Cl)=O.[C:35]([O:39][C:40]([N:42]1[CH2:46][C@@:45]([F:57])([CH2:47][NH:48][C:49]([O:51][CH2:52][C:53]([Cl:56])([Cl:55])[Cl:54])=[O:50])[CH2:44][C@H:43]1[C:58](OCC1C=CC=CC=1)=[O:59])=[O:41])([CH3:38])([CH3:37])[CH3:36].[CH3:68]I.[H-].[Na+].C[N:73]([CH:75]=O)C. Product: [C:35]([O:39][C:40]([N:42]1[CH2:46][C@@:45]([F:57])([CH2:47][N:48]([CH3:68])[C:49]([O:51][CH2:52][C:53]([Cl:54])([Cl:55])[Cl:56])=[O:50])[CH2:44][C@H:43]1[C:58](=[O:59])[NH:73][CH2:75][C:10]1[CH:9]=[CH:16][CH:29]=[C:30]([Cl:33])[C:11]=1[F:13])=[O:41])([CH3:36])([CH3:37])[CH3:38]. The catalyst class is: 2. (5) Reactant: [NH2:1][C:2]1[C:11]2[CH:10]=[N:9][C:8](SC)=[N:7][C:6]=2[N:5]([CH2:14][CH2:15][CH2:16][O:17][Si](C(C)(C)C)(C)C)[C:4](=[O:25])[CH:3]=1.ClC1C=C(C=CC=1)C(OO)=O.[CH:37]1([NH2:43])[CH2:42][CH2:41][CH2:40][CH2:39][CH2:38]1. Product: [NH2:1][C:2]1[C:11]2[CH:10]=[N:9][C:8]([NH:43][CH:37]3[CH2:42][CH2:41][CH2:40][CH2:39][CH2:38]3)=[N:7][C:6]=2[N:5]([CH2:14][CH2:15][CH2:16][OH:17])[C:4](=[O:25])[CH:3]=1. The catalyst class is: 2.